Regression. Given a peptide amino acid sequence and an MHC pseudo amino acid sequence, predict their binding affinity value. This is MHC class II binding data. From a dataset of Peptide-MHC class II binding affinity with 134,281 pairs from IEDB. (1) The peptide sequence is KPPFSGMTGCGNTPI. The MHC is DRB3_0202 with pseudo-sequence DRB3_0202. The binding affinity (normalized) is 0.0130. (2) The binding affinity (normalized) is 0. The MHC is DRB1_0801 with pseudo-sequence DRB1_0801. The peptide sequence is PTPKIIEECEHLEDG. (3) The peptide sequence is FTVQKGSDPKK. The MHC is DRB1_0301 with pseudo-sequence DRB1_0301. The binding affinity (normalized) is 0. (4) The peptide sequence is EKKYFAATQFEILAA. The MHC is HLA-DPA10103-DPB10401 with pseudo-sequence HLA-DPA10103-DPB10401. The binding affinity (normalized) is 1.000. (5) The peptide sequence is FKTFEAAFTSSSKAA. The MHC is DRB1_1101 with pseudo-sequence DRB1_1101. The binding affinity (normalized) is 0.539.